This data is from Reaction yield outcomes from USPTO patents with 853,638 reactions. The task is: Predict the reaction yield, written as a fraction of the theoretical maximum amount of product (1.0 means a 100% yield; for example, 0.34 means a 34% yield). (1) The reactants are O[C:2]1[N:7]2[N:8]=[C:9]([C:11]3[CH:20]=[CH:19][C:18]4[CH2:17][CH2:16][CH2:15][CH2:14][C:13]=4[CH:12]=3)[CH:10]=[C:6]2[N:5]=[C:4]([CH3:21])[C:3]=1[CH2:22][C:23]([O:25][CH3:26])=[O:24].P(Cl)(Cl)([Cl:29])=O. No catalyst specified. The product is [Cl:29][C:2]1[N:7]2[N:8]=[C:9]([C:11]3[CH:20]=[CH:19][C:18]4[CH2:17][CH2:16][CH2:15][CH2:14][C:13]=4[CH:12]=3)[CH:10]=[C:6]2[N:5]=[C:4]([CH3:21])[C:3]=1[CH2:22][C:23]([O:25][CH3:26])=[O:24]. The yield is 0.633. (2) The reactants are [CH3:1][C:2]1[CH:10]=[CH:9][CH:8]=[CH:7][C:3]=1[C:4](Cl)=[O:5].[C:11]([C:13]1[CH:14]=[C:15]([NH2:19])[CH:16]=[CH:17][CH:18]=1)#[CH:12].CCN(CC)CC. The catalyst is C1COCC1. The product is [C:11]([C:13]1[CH:14]=[C:15]([NH:19][C:4](=[O:5])[C:3]2[CH:7]=[CH:8][CH:9]=[CH:10][C:2]=2[CH3:1])[CH:16]=[CH:17][CH:18]=1)#[CH:12]. The yield is 0.880. (3) The reactants are [Br:1][C:2]1[CH:11]=[CH:10][C:9]2[N:8]=[CH:7][C:6]3[NH:12][C:13](=[O:16])[N:14]([CH3:15])[C:5]=3[C:4]=2[CH:3]=1.[C:17]([O-])([O-])=O.[Cs+].[Cs+].CI. No catalyst specified. The product is [Br:1][C:2]1[CH:11]=[CH:10][C:9]2[N:8]=[CH:7][C:6]3[N:12]([CH3:17])[C:13](=[O:16])[N:14]([CH3:15])[C:5]=3[C:4]=2[CH:3]=1. The yield is 0.780.